Predict the product of the given reaction. From a dataset of Forward reaction prediction with 1.9M reactions from USPTO patents (1976-2016). (1) Given the reactants CNCCNC.Br[C:8]1[CH:13]=[CH:12][C:11]([C:14]([N:16]2[CH2:21][CH2:20][N:19]([C:22]3[C:27]([CH3:28])=[CH:26][C:25]([CH:29]4[CH2:31][CH2:30]4)=[CH:24][N:23]=3)[CH2:18][CH2:17]2)=[O:15])=[C:10]([F:32])[CH:9]=1.[CH2:33]([O:40][CH2:41][N:42]1[C:46](=[O:47])[CH:45]([CH3:48])[NH:44][C:43]1=[O:49])[C:34]1[CH:39]=[CH:38][CH:37]=[CH:36][CH:35]=1.C(=O)([O-])[O-].[Cs+].[Cs+], predict the reaction product. The product is: [CH2:33]([O:40][CH2:41][N:42]1[C:46](=[O:47])[CH:45]([CH3:48])[N:44]([C:8]2[CH:13]=[CH:12][C:11]([C:14]([N:16]3[CH2:21][CH2:20][N:19]([C:22]4[C:27]([CH3:28])=[CH:26][C:25]([CH:29]5[CH2:31][CH2:30]5)=[CH:24][N:23]=4)[CH2:18][CH2:17]3)=[O:15])=[C:10]([F:32])[CH:9]=2)[C:43]1=[O:49])[C:34]1[CH:39]=[CH:38][CH:37]=[CH:36][CH:35]=1. (2) The product is: [Cl:45][C:28]1[CH:27]=[C:26]([NH:25][C:22]2[C:23]3[N:15]([CH2:14][CH2:13][O:12][CH2:11][CH2:10][OH:9])[CH:16]=[CH:17][C:18]=3[N:19]=[CH:20][N:21]=2)[CH:44]=[CH:43][C:29]=1[O:30][C:31]1[CH:32]=[C:33]([C:37](=[O:42])[C:38]([CH3:41])([CH3:39])[CH3:40])[CH:34]=[CH:35][CH:36]=1. Given the reactants C([O:9][CH2:10][CH2:11][O:12][CH2:13][CH2:14][N:15]1[C:23]2[C:22](Cl)=[N:21][CH:20]=[N:19][C:18]=2[CH:17]=[CH:16]1)(=O)C1C=CC=CC=1.[NH2:25][C:26]1[CH:44]=[CH:43][C:29]([O:30][C:31]2[CH:32]=[C:33]([C:37](=[O:42])[C:38]([CH3:41])([CH3:40])[CH3:39])[CH:34]=[CH:35][CH:36]=2)=[C:28]([Cl:45])[CH:27]=1.C(O)(C)C.[OH-].[Na+], predict the reaction product.